This data is from Acute oral toxicity (LD50) regression data from Zhu et al.. The task is: Regression/Classification. Given a drug SMILES string, predict its toxicity properties. Task type varies by dataset: regression for continuous values (e.g., LD50, hERG inhibition percentage) or binary classification for toxic/non-toxic outcomes (e.g., AMES mutagenicity, cardiotoxicity, hepatotoxicity). Dataset: ld50_zhu. The compound is COP(=S)(OC)Oc1ccc(SC)c(C)c1. The rat oral LD50 is 3.19, given as -log10 of the dose in mol/kg body weight (higher means more acutely toxic).